From a dataset of Catalyst prediction with 721,799 reactions and 888 catalyst types from USPTO. Predict which catalyst facilitates the given reaction. (1) Reactant: [F:1][C:2]1([F:10])[CH2:7][CH2:6][CH:5]([CH2:8][OH:9])[CH2:4][CH2:3]1.C(N(CC)CC)C.[S:18](Cl)([C:21]1[CH:27]=[CH:26][C:24]([CH3:25])=[CH:23][CH:22]=1)(=[O:20])=[O:19]. Product: [F:1][C:2]1([F:10])[CH2:7][CH2:6][CH:5]([CH2:8][O:9][S:18]([C:21]2[CH:27]=[CH:26][C:24]([CH3:25])=[CH:23][CH:22]=2)(=[O:20])=[O:19])[CH2:4][CH2:3]1. The catalyst class is: 4. (2) Reactant: Br[C:2]1[CH:7]=[CH:6][CH:5]=[CH:4][N:3]=1.[CH3:8][O:9][C:10]1[C:15](B(O)O)=[CH:14][CH:13]=[C:12]([O:19][CH3:20])[N:11]=1.C([O-])([O-])=O.[K+].[K+]. Product: [CH3:8][O:9][C:10]1[C:15]([C:2]2[CH:7]=[CH:6][CH:5]=[CH:4][N:3]=2)=[CH:14][CH:13]=[C:12]([O:19][CH3:20])[N:11]=1. The catalyst class is: 176. (3) Reactant: Cl[C:2]1[N:3]=[N:4][C:5]([Cl:10])=[CH:6][C:7]=1[O:8][CH3:9].[C:11]([O:15][C:16]([N:18]1[CH2:23][CH2:22][CH:21]([NH2:24])[CH2:20][CH2:19]1)=[O:17])([CH3:14])([CH3:13])[CH3:12].C(=O)([O-])[O-].[Cs+].[Cs+].C1C=CC(P(C2C=CC3C(=CC=CC=3)C=2C2C3C(=CC=CC=3)C=CC=2P(C2C=CC=CC=2)C2C=CC=CC=2)C2C=CC=CC=2)=CC=1. Product: [C:11]([O:15][C:16]([N:18]1[CH2:23][CH2:22][CH:21]([NH:24][C:2]2[N:3]=[N:4][C:5]([Cl:10])=[CH:6][C:7]=2[O:8][CH3:9])[CH2:20][CH2:19]1)=[O:17])([CH3:14])([CH3:12])[CH3:13]. The catalyst class is: 164. (4) Product: [C:1]([O:5][C:6](=[O:27])[NH:7][CH2:8][CH:9]1[S:40](=[O:42])(=[O:39])[C:12]2[CH:14]=[C:15]([F:26])[CH:16]=[C:17]([C:18]3[C:23]([Cl:24])=[CH:22][CH:21]=[CH:20][C:19]=3[Cl:25])[C:11]=2[O:10]1)([CH3:4])([CH3:2])[CH3:3]. The catalyst class is: 2. Reactant: [C:1]([O:5][C:6](=[O:27])[NH:7][CH2:8][CH:9]1S[C:12]2[CH:14]=[C:15]([F:26])[CH:16]=[C:17]([C:18]3[C:23]([Cl:24])=[CH:22][CH:21]=[CH:20][C:19]=3[Cl:25])[C:11]=2[O:10]1)([CH3:4])([CH3:3])[CH3:2].C1C=C(Cl)C=C(C(OO)=O)C=1.[O-:39][S:40]([O-:42])=O.[Na+].[Na+]. (5) Reactant: Cl.[NH:2]([C:4]1[CH:5]=[C:6]([CH:10]=[CH:11][C:12]=1[CH3:13])[C:7]([OH:9])=[O:8])[NH2:3].[CH2:14]([O:16][C:17](=[O:26])[C:18]([C:24]#[N:25])=[C:19]=COCC)[CH3:15].C(N(CC)CC)C. Product: [CH2:14]([O:16][C:17]([C:18]1[CH:19]=[N:3][N:2]([C:4]2[CH:5]=[C:6]([C:7]([OH:9])=[O:8])[CH:10]=[CH:11][C:12]=2[CH3:13])[C:24]=1[NH2:25])=[O:26])[CH3:15]. The catalyst class is: 8. (6) The catalyst class is: 6. Product: [CH3:1][C:2]1[O:6][C:5]([C:7]2[CH:12]=[CH:11][CH:10]=[CH:9][CH:8]=2)=[N:4][C:3]=1[CH2:13][O:14][C:15]1[CH:16]=[C:17]([CH:31]=[CH:32][CH:33]=1)[CH2:18][O:19][C:20]1[CH:25]=[CH:24][CH:23]=[CH:22][C:21]=1[CH2:26][C:27]([OH:29])=[O:28]. Reactant: [CH3:1][C:2]1[O:6][C:5]([C:7]2[CH:12]=[CH:11][CH:10]=[CH:9][CH:8]=2)=[N:4][C:3]=1[CH2:13][O:14][C:15]1[CH:16]=[C:17]([CH:31]=[CH:32][CH:33]=1)[CH2:18][O:19][C:20]1[CH:25]=[CH:24][CH:23]=[CH:22][C:21]=1[CH2:26][C:27]([O:29]C)=[O:28].CO.[OH-].[Na+].Cl. (7) Reactant: [C:1]([O:5][C:6](=[O:19])[CH2:7][CH2:8][C:9]1[CH:14]=[C:13]([Cl:15])[C:12]([CH:16]=O)=[C:11]([Cl:18])[CH:10]=1)([CH3:4])([CH3:3])[CH3:2].[NH2:20][C:21]1[CH:22]=[C:23]([CH:37]=[CH:38][C:39]=1[NH2:40])[C:24]([NH:26][C:27]1[CH:36]=[CH:35][C:34]2[C:29](=[CH:30][CH:31]=[CH:32][CH:33]=2)[N:28]=1)=[O:25].OOS([O-])=O.[K+].O. Product: [C:1]([O:5][C:6](=[O:19])[CH2:7][CH2:8][C:9]1[CH:14]=[C:13]([Cl:15])[C:12]([C:16]2[NH:20][C:21]3[CH:22]=[C:23]([C:24](=[O:25])[NH:26][C:27]4[CH:36]=[CH:35][C:34]5[C:29](=[CH:30][CH:31]=[CH:32][CH:33]=5)[N:28]=4)[CH:37]=[CH:38][C:39]=3[N:40]=2)=[C:11]([Cl:18])[CH:10]=1)([CH3:4])([CH3:3])[CH3:2]. The catalyst class is: 3. (8) Reactant: C(OC(=O)[NH:7][C:8]1[CH:13]=[CH:12][CH:11]=[CH:10][C:9]=1[CH:14]1[CH2:19][CH2:18][CH2:17][CH2:16][CH2:15]1)(C)(C)C.Cl. Product: [CH:14]1([C:9]2[CH:10]=[CH:11][CH:12]=[CH:13][C:8]=2[NH2:7])[CH2:15][CH2:16][CH2:17][CH2:18][CH2:19]1. The catalyst class is: 12. (9) Reactant: [OH:1][C:2]1([C:38]2[CH:43]=[CH:42][CH:41]=[CH:40][CH:39]=2)[CH2:7][CH2:6][N:5]([C:8]([C@H:10]([NH:15][C:16]([C:18]2[C:26]3[C:21](=[N:22][CH:23]=[C:24]([CH:27]4[CH2:29][CH2:28]4)[N:25]=3)[N:20](COCC[Si](C)(C)C)[CH:19]=2)=[O:17])[C:11]([CH3:14])([CH3:13])[CH3:12])=[O:9])[CH2:4][CH2:3]1.C1OCCOCCOCCOCCOCCOC1.[F-].[Cs+]. Product: [OH:1][C:2]1([C:38]2[CH:39]=[CH:40][CH:41]=[CH:42][CH:43]=2)[CH2:3][CH2:4][N:5]([C:8]([C@H:10]([NH:15][C:16]([C:18]2[C:26]3[C:21](=[N:22][CH:23]=[C:24]([CH:27]4[CH2:28][CH2:29]4)[N:25]=3)[NH:20][CH:19]=2)=[O:17])[C:11]([CH3:14])([CH3:13])[CH3:12])=[O:9])[CH2:6][CH2:7]1. The catalyst class is: 10. (10) Reactant: [NH2:1][CH:2]([CH2:21][C:22]1[CH:27]=[CH:26][C:25]([O:28][C:29]([CH3:32])([CH3:31])[CH3:30])=[CH:24][CH:23]=1)[C:3]([N:5]([CH2:14][C:15]1[CH:20]=[CH:19][CH:18]=[CH:17][CH:16]=1)[CH2:6][CH:7]([O:11][CH2:12][CH3:13])[O:8][CH2:9][CH3:10])=[O:4].[CH2:33]([NH:40][C:41](=[O:51])[NH:42][C@H:43]([CH2:48][CH:49]=[CH2:50])[CH2:44][C:45](O)=[O:46])[C:34]1[CH:39]=[CH:38][CH:37]=[CH:36][CH:35]=1.CCN=C=NCCCN(C)C.Cl.C1C=CC2N(O)N=NC=2C=1.CCN(C(C)C)C(C)C. Product: [CH2:14]([N:5]([CH2:6][CH:7]([O:11][CH2:12][CH3:13])[O:8][CH2:9][CH3:10])[C:3]([CH:2]([NH:1][C:45](=[O:46])[CH2:44][CH:43]([NH:42][C:41]([NH:40][CH2:33][C:34]1[CH:39]=[CH:38][CH:37]=[CH:36][CH:35]=1)=[O:51])[CH2:48][CH:49]=[CH2:50])[CH2:21][C:22]1[CH:23]=[CH:24][C:25]([O:28][C:29]([CH3:30])([CH3:32])[CH3:31])=[CH:26][CH:27]=1)=[O:4])[C:15]1[CH:16]=[CH:17][CH:18]=[CH:19][CH:20]=1. The catalyst class is: 91.